From a dataset of Reaction yield outcomes from USPTO patents with 853,638 reactions. Predict the reaction yield, written as a fraction of the theoretical maximum amount of product (1.0 means a 100% yield; for example, 0.34 means a 34% yield). (1) The reactants are [N+:1]([C:4]1[C:13]2[C:8](=[CH:9][CH:10]=[CH:11][CH:12]=2)[C:7]([O:14][CH2:15][CH:16]([C:18]2[CH:23]=[CH:22][N:21]=[C:20]([NH:24][C:25](=[O:31])[O:26][C:27]([CH3:30])([CH3:29])[CH3:28])[CH:19]=2)[CH3:17])=[CH:6][CH:5]=1)([O-])=O.CC(O)=O.CCOC(C)=O.[H][H]. The catalyst is CO.[Pt]. The product is [NH2:1][C:4]1[C:13]2[C:8](=[CH:9][CH:10]=[CH:11][CH:12]=2)[C:7]([O:14][CH2:15][CH:16]([C:18]2[CH:23]=[CH:22][N:21]=[C:20]([NH:24][C:25](=[O:31])[O:26][C:27]([CH3:30])([CH3:29])[CH3:28])[CH:19]=2)[CH3:17])=[CH:6][CH:5]=1. The yield is 0.970. (2) The reactants are [NH4+:1].[Cl-].C[Al](C)C.[C:7]1([C:13]2([CH2:19][C:20]#[N:21])[CH2:18][CH2:17][CH2:16][CH2:15][CH2:14]2)[CH:12]=[CH:11][CH:10]=[CH:9][CH:8]=1. The catalyst is C1(C)C=CC=CC=1.C(Cl)(Cl)Cl. The product is [C:7]1([C:13]2([CH2:19][C:20]([NH2:1])=[NH:21])[CH2:18][CH2:17][CH2:16][CH2:15][CH2:14]2)[CH:12]=[CH:11][CH:10]=[CH:9][CH:8]=1. The yield is 0.680.